The task is: Predict the product of the given reaction.. This data is from Forward reaction prediction with 1.9M reactions from USPTO patents (1976-2016). (1) Given the reactants [Cl:1][C:2]1[CH:3]=[C:4]([CH:18]=[C:19]([Cl:22])[C:20]=1[OH:21])[C:5]([NH:7][C:8]1[CH:17]=[CH:16][C:11]([C:12]([O:14][CH3:15])=[O:13])=[CH:10][CH:9]=1)=[O:6].[C:23](OC(O[C:23]([CH3:26])([CH3:25])[CH3:24])N(C)C)([CH3:26])([CH3:25])[CH3:24], predict the reaction product. The product is: [C:23]([O:21][C:20]1[C:2]([Cl:1])=[CH:3][C:4]([C:5]([NH:7][C:8]2[CH:9]=[CH:10][C:11]([C:12]([O:14][CH3:15])=[O:13])=[CH:16][CH:17]=2)=[O:6])=[CH:18][C:19]=1[Cl:22])([CH3:26])([CH3:25])[CH3:24]. (2) Given the reactants [O:1]=[C:2]1[NH:6][C:5](=[O:7])[CH:4]([CH2:8][C:9]2[CH:33]=[CH:32][C:12]([O:13][C:14]3[CH:19]=[CH:18][C:17]([C:20](=[CH:24][C:25]4[CH:30]=[CH:29][C:28]([CH3:31])=[CH:27][CH:26]=4)[C:21]([OH:23])=[O:22])=[CH:16][CH:15]=3)=[CH:11][CH:10]=2)[S:3]1.F[P-](F)(F)(F)(F)F.N1(O[P+](N(C)C)(N(C)C)N(C)C)C2C=CC=C[C:44]=2N=N1.C(N(CC)CC)C.C[O-].[Na+].Cl, predict the reaction product. The product is: [CH3:44][O:22][C:21](=[O:23])[C:20]([C:17]1[CH:16]=[CH:15][C:14]([O:13][C:12]2[CH:11]=[CH:10][C:9]([CH2:8][CH:4]3[S:3][C:2](=[O:1])[NH:6][C:5]3=[O:7])=[CH:33][CH:32]=2)=[CH:19][CH:18]=1)=[CH:24][C:25]1[CH:26]=[CH:27][C:28]([CH3:31])=[CH:29][CH:30]=1. (3) Given the reactants [CH2:1]([N:8]1[C:12]2[CH:13]=[C:14]([NH:21][CH:22]3[CH2:27][CH2:26][NH:25][CH2:24][CH2:23]3)[C:15]3[N:16]([C:17]([CH3:20])=[N:18][N:19]=3)[C:11]=2[CH:10]=[C:9]1[CH3:28])[C:2]1[CH:7]=[CH:6][CH:5]=[CH:4][CH:3]=1.C=O.[BH-](OC(C)=O)(OC(C)=O)O[C:33](C)=O.[Na+], predict the reaction product. The product is: [CH2:1]([N:8]1[C:12]2[CH:13]=[C:14]([NH:21][CH:22]3[CH2:27][CH2:26][N:25]([CH3:33])[CH2:24][CH2:23]3)[C:15]3[N:16]([C:17]([CH3:20])=[N:18][N:19]=3)[C:11]=2[CH:10]=[C:9]1[CH3:28])[C:2]1[CH:3]=[CH:4][CH:5]=[CH:6][CH:7]=1. (4) Given the reactants [F:1][C:2]1[C:7]([O:8][CH3:9])=[CH:6][C:5]([O:10][CH3:11])=[C:4]([F:12])[C:3]=1[C:13]1[N:18]=[CH:17][C:16]2[CH:19]=[N:20][N:21](C3CCCCO3)[C:15]=2[CH:14]=1.[I:28]N1C(=O)CCC1=O, predict the reaction product. The product is: [F:1][C:2]1[C:7]([O:8][CH3:9])=[CH:6][C:5]([O:10][CH3:11])=[C:4]([F:12])[C:3]=1[C:13]1[N:18]=[CH:17][C:16]2[C:19]([I:28])=[N:20][NH:21][C:15]=2[CH:14]=1.